This data is from Forward reaction prediction with 1.9M reactions from USPTO patents (1976-2016). The task is: Predict the product of the given reaction. (1) Given the reactants [C:1]([C:3]1[CH:4]=[C:5]([CH:36]=[CH:37][CH:38]=1)[O:6][C:7]1[CH:31]=[CH:30][C:10]([CH2:11][O:12][C:13]2[CH:14]=[C:15]3[N:22](C(OC(C)(C)C)=O)[CH2:21][CH2:20][N:16]3[C:17](=[O:19])[N:18]=2)=[CH:9][C:8]=1[C:32]([F:35])([F:34])[F:33])#[N:2], predict the reaction product. The product is: [O:19]=[C:17]1[N:16]2[CH2:20][CH2:21][NH:22][C:15]2=[CH:14][C:13]([O:12][CH2:11][C:10]2[CH:30]=[CH:31][C:7]([O:6][C:5]3[CH:4]=[C:3]([CH:38]=[CH:37][CH:36]=3)[C:1]#[N:2])=[C:8]([C:32]([F:34])([F:35])[F:33])[CH:9]=2)=[N:18]1. (2) Given the reactants Br[C:2]1[S:3][C:4]([CH3:7])=[N:5][N:6]=1.[CH:8]([C:10]1[CH:15]=[CH:14][C:13](B(O)O)=[CH:12][CH:11]=1)=[O:9].C([O-])([O-])=O.[Na+].[Na+].O, predict the reaction product. The product is: [CH3:7][C:4]1[S:3][C:2]([C:13]2[CH:14]=[CH:15][C:10]([CH:8]=[O:9])=[CH:11][CH:12]=2)=[N:6][N:5]=1.